Dataset: Forward reaction prediction with 1.9M reactions from USPTO patents (1976-2016). Task: Predict the product of the given reaction. (1) Given the reactants [F:1][C:2]1[CH:3]=[C:4]([C:8]#[C:9][C:10]2[C:11]([NH2:27])=[N:12][C:13]([C:22]3[O:23][CH:24]=[CH:25][CH:26]=3)=[C:14]([C:16]3[CH:21]=[CH:20][N:19]=[CH:18][N:17]=3)[CH:15]=2)[CH:5]=[CH:6][CH:7]=1.CC(C)([O-])C.[K+], predict the reaction product. The product is: [F:1][C:2]1[CH:3]=[C:4]([C:8]2[NH:27][C:11]3=[N:12][C:13]([C:22]4[O:23][CH:24]=[CH:25][CH:26]=4)=[C:14]([C:16]4[CH:21]=[CH:20][N:19]=[CH:18][N:17]=4)[CH:15]=[C:10]3[CH:9]=2)[CH:5]=[CH:6][CH:7]=1. (2) Given the reactants [NH2:1][CH2:2][CH:3]1[CH2:8][CH2:7][C:6]2[C:9]3[C:14]([NH:15][C:16]4[CH:25]=[CH:24][C:19]5[NH:20][C:21](=[O:23])[S:22][C:18]=5[CH:17]=4)=[N:13][CH:12]=[N:11][C:10]=3[S:26][C:5]=2[CH2:4]1.CN(C)C=O.[C:32](Cl)(=[O:37])[O:33][CH:34]([CH3:36])[CH3:35].C(N(CC)CC)C, predict the reaction product. The product is: [O:23]=[C:21]1[NH:20][C:19]2[CH:24]=[CH:25][C:16]([NH:15][C:14]3[C:9]4[C:6]5[CH2:7][CH2:8][CH:3]([CH2:2][NH:1][C:32](=[O:37])[O:33][CH:34]([CH3:36])[CH3:35])[CH2:4][C:5]=5[S:26][C:10]=4[N:11]=[CH:12][N:13]=3)=[CH:17][C:18]=2[S:22]1. (3) Given the reactants [Cl:1][C:2]1[C:7]([Cl:8])=[CH:6][CH:5]=[CH:4][C:3]=1[S:9]([N:12]([C:21]1[C:26]([O:27][CH3:28])=[N:25][C:24]([S:29][CH2:30][C:31](=[O:37])[C:32]2[S:33][CH:34]=[CH:35][N:36]=2)=[CH:23][N:22]=1)COCC[Si](C)(C)C)(=[O:11])=[O:10].C(O[BH-](OC(=O)C)OC(=O)C)(=O)C.[Na+].C(O)(C(F)(F)F)=O, predict the reaction product. The product is: [Cl:1][C:2]1[C:7]([Cl:8])=[CH:6][CH:5]=[CH:4][C:3]=1[S:9]([NH:12][C:21]1[C:26]([O:27][CH3:28])=[N:25][C:24]([S:29][CH2:30][CH:31]([OH:37])[C:32]2[S:33][CH:34]=[CH:35][N:36]=2)=[CH:23][N:22]=1)(=[O:11])=[O:10]. (4) Given the reactants [CH2:1]([NH:5][C:6]([C:8]1[CH:29]=[CH:28][C:11]2[S:12][C:13]3[CH:27]=[CH:26][CH:25]=[CH:24][C:14]=3[C:15]([C:17]3[CH:22]=[CH:21][C:20]([Cl:23])=[CH:19][CH:18]=3)=[N:16][C:10]=2[CH:9]=1)=[O:7])[CH2:2][CH2:3][CH3:4].OO.C(=O)(O)[O-:33].[Na+], predict the reaction product. The product is: [CH2:1]([NH:5][C:6]([C:8]1[CH:29]=[CH:28][C:11]2[S:12](=[O:33])[C:13]3[CH:27]=[CH:26][CH:25]=[CH:24][C:14]=3[C:15]([C:17]3[CH:22]=[CH:21][C:20]([Cl:23])=[CH:19][CH:18]=3)=[N:16][C:10]=2[CH:9]=1)=[O:7])[CH2:2][CH2:3][CH3:4]. (5) Given the reactants Br.Br[C:3]1[S:7][C:6]2=[N:8][CH2:9][CH2:10][N:5]2[C:4]=1[C:11]1[CH:20]=[CH:19][C:18]2[C:13](=[CH:14][CH:15]=[CH:16][CH:17]=2)[CH:12]=1.C([Mg]Cl)C.CN([CH:28]=[O:29])C, predict the reaction product. The product is: [CH:12]1[C:13]2[C:18](=[CH:17][CH:16]=[CH:15][CH:14]=2)[CH:19]=[CH:20][C:11]=1[C:4]1[N:5]2[CH2:10][CH2:9][N:8]=[C:6]2[S:7][C:3]=1[CH:28]=[O:29]. (6) The product is: [CH3:1][O:2][C:3]([C:4]1[CH:5]=[C:6]([C:18]2[CH:26]=[CH:25][CH:21]=[C:20]([F:42])[CH:19]=2)[CH:7]=[C:8]([O:10][CH2:11][C:12]2[CH:17]=[CH:16][CH:15]=[CH:14][CH:13]=2)[CH:9]=1)=[O:27]. Given the reactants [CH3:1][O:2][C:3](=[O:27])[C:4]1[CH:9]=[C:8]([O:10][CH2:11][C:12]2[CH:17]=[CH:16][CH:15]=[CH:14][CH:13]=2)[CH:7]=[C:6]([C:18]2[CH:26]=[CH:25][C:21]3OCO[C:20]=3[CH:19]=2)[CH:5]=1.COC(=O)C1C=C(OS(C(F)(F)[F:42])(=O)=O)C=C(OCC2C=CC=CC=2)C=1.FC1C=C(B(O)O)C=CC=1, predict the reaction product. (7) The product is: [F:8][C:6]1[CH:5]=[C:4]([CH2:9][C:10]([NH:12][C@H:13]([C:15]([N:19]2[CH2:28][CH2:27][CH2:26][CH2:25][CH:20]2[C:21]([O:23][CH3:24])=[O:22])=[O:17])[CH3:14])=[O:11])[CH:3]=[C:2]([F:1])[CH:7]=1. Given the reactants [F:1][C:2]1[CH:3]=[C:4]([CH2:9][C:10]([NH:12][C@H:13]([C:15]([OH:17])=O)[CH3:14])=[O:11])[CH:5]=[C:6]([F:8])[CH:7]=1.Cl.[NH:19]1[CH2:28][CH2:27][CH2:26][CH2:25][CH:20]1[C:21]([O:23][CH3:24])=[O:22], predict the reaction product. (8) The product is: [Cl:14][C:15]1[CH:20]=[CH:19][C:18]([NH:21][C:22](=[O:32])[CH:1]([N:27]2[CH2:28][CH2:29][N:24]([CH3:23])[CH2:25][CH2:26]2)[CH2:3][C:4]2[CH:13]=[CH:12][C:7]([C:8]([O:10][CH3:11])=[O:9])=[CH:6][CH:5]=2)=[CH:17][CH:16]=1. Given the reactants [CH:1]([CH2:3][C:4]1[CH:13]=[CH:12][C:7]([C:8]([O:10][CH3:11])=[O:9])=[CH:6][CH:5]=1)=O.[Cl:14][C:15]1[CH:20]=[CH:19][C:18]([N+:21]#[C-:22])=[CH:17][CH:16]=1.[CH3:23][N:24]1[CH2:29][CH2:28][NH:27][CH2:26][CH2:25]1.CC(O)=[O:32], predict the reaction product.